Dataset: Catalyst prediction with 721,799 reactions and 888 catalyst types from USPTO. Task: Predict which catalyst facilitates the given reaction. (1) Reactant: [O:1]=[C:2]1[O:19][C@@H:5]2[CH2:6][N:7](C(OCC3C=CC=CC=3)=O)[CH2:8][C@@H:4]2[O:3]1. Product: [O:3]1[C@@H:4]2[CH2:8][NH:7][CH2:6][C@@H:5]2[O:19][C:2]1=[O:1]. The catalyst class is: 13. (2) Product: [F:11][C:12]1[CH:17]=[CH:16][C:15]([F:18])=[CH:14][C:13]=1[CH:19]1[CH2:21][CH:20]1[CH:22]=[O:23]. The catalyst class is: 4. Reactant: C(Cl)(=O)C(Cl)=O.CS(C)=O.[F:11][C:12]1[CH:17]=[CH:16][C:15]([F:18])=[CH:14][C:13]=1[CH:19]1[CH2:21][CH:20]1[CH2:22][OH:23].C(N(CC)CC)C. (3) Reactant: [NH:1](C(OC(C)(C)C)=O)[C@H:2]([C:5]([O:7]C(C)(C)C)=[O:6])CO.[NH2:19][C:20]1[CH:21]=[C:22]([Cl:31])[C:23]([CH3:30])=[C:24]([S:26]([OH:29])(=[O:28])=[O:27])[CH:25]=1.ClC(Cl)(O[C:36](=[O:42])[O:37][C:38](Cl)(Cl)Cl)Cl.CCN(C(C)C)C(C)C. Product: [Cl:31][C:22]1[CH:21]=[C:20]([NH:19][C:36]([O:37][CH2:38][C@@H:2]([C:5]([OH:7])=[O:6])[NH2:1])=[O:42])[CH:25]=[C:24]([S:26]([OH:29])(=[O:27])=[O:28])[C:23]=1[CH3:30]. The catalyst class is: 2. (4) Reactant: [CH3:1][C:2]([CH3:17])([CH3:16])[C:3](=O)[CH2:4][CH:5]1O[N:8]=[C:7]([C:10]([O:12][CH2:13][CH3:14])=[O:11])[CH2:6]1.[H+].[B-](F)(F)(F)F. Product: [C:2]([C:3]1[N:8]=[C:7]([C:10]([O:12][CH2:13][CH3:14])=[O:11])[CH:6]=[CH:5][CH:4]=1)([CH3:17])([CH3:16])[CH3:1]. The catalyst class is: 171. (5) Reactant: [Br:1][C:2]1[CH:25]=[CH:24][C:5]2[C:6]([CH3:23])=NC(NC(=O)OCC3C=CC=CC=3)C(=O)[NH:10][C:4]=2[CH:3]=1.C(=O)([O-])[O-:27].[K+].[K+].IC. Product: [NH2:10][C:4]1[CH:3]=[C:2]([Br:1])[CH:25]=[CH:24][C:5]=1[C:6](=[O:27])[CH3:23]. The catalyst class is: 255. (6) Reactant: [CH3:1][O:2][C:3]1[CH:4]=[CH:5][C:6]2[C:11](=[O:12])[N:10]([C:13]3[CH:18]=[CH:17][C:16]([O:19][CH2:20][C:21]([F:24])([F:23])[F:22])=[CH:15][CH:14]=3)[C:9](SCCC)=[N:8][C:7]=2[N:29]=1.[O-:30][CH2:31][CH3:32].[Na+].Cl. Product: [CH2:31]([O:30][C:9]1[N:10]([C:13]2[CH:14]=[CH:15][C:16]([O:19][CH2:20][C:21]([F:22])([F:23])[F:24])=[CH:17][CH:18]=2)[C:11](=[O:12])[C:6]2[CH:5]=[CH:4][C:3]([O:2][CH3:1])=[N:29][C:7]=2[N:8]=1)[CH3:32]. The catalyst class is: 8. (7) Reactant: N1[C:11]2[C:6](=[CH:7][CH:8]=[CH:9][CH:10]=2)[C:4](=[O:5])C1=O.S(=O)(=O)(O)[OH:13].OC1C=CC(NCC(O)=O)=CC=1.O=O. Product: [OH:13][C:9]1[CH:10]=[CH:11][C:6]([CH:4]=[O:5])=[CH:7][CH:8]=1. The catalyst class is: 86. (8) Product: [N+:22]([C:25]1[CH:26]=[N:1][C:2]2[N:6]([N:5]=[C:4]([C:7]3[CH:8]=[CH:9][C:10]([O:13][C:14]4[CH:19]=[CH:18][CH:17]=[CH:16][CH:15]=4)=[CH:11][CH:12]=3)[C:3]=2[C:20]#[N:21])[CH:28]=1)([O-:24])=[O:23]. The catalyst class is: 52. Reactant: [NH2:1][C:2]1[NH:6][N:5]=[C:4]([C:7]2[CH:12]=[CH:11][C:10]([O:13][C:14]3[CH:19]=[CH:18][CH:17]=[CH:16][CH:15]=3)=[CH:9][CH:8]=2)[C:3]=1[C:20]#[N:21].[N+:22]([C-:25]([CH:28]=O)[CH:26]=O)([O-:24])=[O:23].[Na+].O. (9) Reactant: [NH2:1][C:2]1[N:3]=[C:4]([C:21]2[CH:26]=[CH:25][C:24]([F:27])=[CH:23][C:22]=2[CH3:28])[C:5]2[CH:11]=[CH:10][C:9](=[O:12])[N:8]([C:13]3[C:18]([F:19])=[CH:17][CH:16]=[CH:15][C:14]=3[F:20])[C:6]=2[N:7]=1.[H-].[Na+].[CH:31]1([C:34](Cl)=[O:35])[CH2:33][CH2:32]1. Product: [F:20][C:14]1[CH:15]=[CH:16][CH:17]=[C:18]([F:19])[C:13]=1[N:8]1[C:6]2[N:7]=[C:2]([NH:1][C:34]([CH:31]3[CH2:33][CH2:32]3)=[O:35])[N:3]=[C:4]([C:21]3[CH:26]=[CH:25][C:24]([F:27])=[CH:23][C:22]=3[CH3:28])[C:5]=2[CH:11]=[CH:10][C:9]1=[O:12]. The catalyst class is: 7. (10) Reactant: I[C:2]1[CH:3]=[C:4]([O:12][CH3:13])[C:5]([O:10][CH3:11])=[C:6]([O:8][CH3:9])[CH:7]=1.[Li]C(C)(C)C.CCCCC.[N+:24]([C:27]1[C:32]([CH:33]=[O:34])=[CH:31][C:30]([O:35][CH3:36])=[C:29]([O:37][CH3:38])[CH:28]=1)([O-:26])=[O:25]. Product: [CH3:38][O:37][C:29]1[C:30]([O:35][CH3:36])=[CH:31][C:32]([CH:33]([C:2]2[CH:3]=[C:4]([O:12][CH3:13])[C:5]([O:10][CH3:11])=[C:6]([O:8][CH3:9])[CH:7]=2)[OH:34])=[C:27]([N+:24]([O-:26])=[O:25])[CH:28]=1. The catalyst class is: 1.